From a dataset of NCI-60 drug combinations with 297,098 pairs across 59 cell lines. Regression. Given two drug SMILES strings and cell line genomic features, predict the synergy score measuring deviation from expected non-interaction effect. (1) Drug 1: CC(C)CN1C=NC2=C1C3=CC=CC=C3N=C2N. Drug 2: CC1C(C(CC(O1)OC2CC(CC3=C2C(=C4C(=C3O)C(=O)C5=CC=CC=C5C4=O)O)(C(=O)C)O)N)O. Cell line: UACC62. Synergy scores: CSS=60.9, Synergy_ZIP=-2.01, Synergy_Bliss=-1.16, Synergy_Loewe=-15.9, Synergy_HSA=0.984. (2) Drug 1: COC1=C2C(=CC3=C1OC=C3)C=CC(=O)O2. Drug 2: C(CCl)NC(=O)N(CCCl)N=O. Cell line: UACC-257. Synergy scores: CSS=5.45, Synergy_ZIP=1.31, Synergy_Bliss=7.20, Synergy_Loewe=3.62, Synergy_HSA=3.83. (3) Drug 1: CN1CCC(CC1)COC2=C(C=C3C(=C2)N=CN=C3NC4=C(C=C(C=C4)Br)F)OC. Drug 2: CC1=C(C(=CC=C1)Cl)NC(=O)C2=CN=C(S2)NC3=CC(=NC(=N3)C)N4CCN(CC4)CCO. Cell line: NCI/ADR-RES. Synergy scores: CSS=5.49, Synergy_ZIP=-1.45, Synergy_Bliss=-1.35, Synergy_Loewe=-2.05, Synergy_HSA=-2.23. (4) Drug 1: CC12CCC(CC1=CCC3C2CCC4(C3CC=C4C5=CN=CC=C5)C)O. Drug 2: C1CC(=O)NC(=O)C1N2CC3=C(C2=O)C=CC=C3N. Cell line: LOX IMVI. Synergy scores: CSS=3.44, Synergy_ZIP=-8.88, Synergy_Bliss=-18.2, Synergy_Loewe=-24.6, Synergy_HSA=-14.9. (5) Drug 1: C1=CC(=C2C(=C1NCCNCCO)C(=O)C3=C(C=CC(=C3C2=O)O)O)NCCNCCO. Drug 2: CC1CCC2CC(C(=CC=CC=CC(CC(C(=O)C(C(C(=CC(C(=O)CC(OC(=O)C3CCCCN3C(=O)C(=O)C1(O2)O)C(C)CC4CCC(C(C4)OC)OCCO)C)C)O)OC)C)C)C)OC. Cell line: NCI-H322M. Synergy scores: CSS=40.1, Synergy_ZIP=5.90, Synergy_Bliss=8.72, Synergy_Loewe=10.5, Synergy_HSA=11.9. (6) Drug 1: C1=CC(=CC=C1CCCC(=O)O)N(CCCl)CCCl. Drug 2: C1C(C(OC1N2C=NC3=C(N=C(N=C32)Cl)N)CO)O. Cell line: MDA-MB-231. Synergy scores: CSS=25.8, Synergy_ZIP=-10.6, Synergy_Bliss=-7.07, Synergy_Loewe=-4.22, Synergy_HSA=-3.81.